Predict the product of the given reaction. From a dataset of Forward reaction prediction with 1.9M reactions from USPTO patents (1976-2016). Given the reactants [NH:1]1[CH2:6][CH2:5][O:4][CH2:3][CH2:2]1.[OH:7][CH2:8][CH2:9][O:10][C:11]1[CH:20]=[CH:19][C:14]([C:15](OC)=[O:16])=[CH:13][CH:12]=1, predict the reaction product. The product is: [N:1]1([C:15]([C:14]2[CH:19]=[CH:20][C:11]([O:10][CH2:9][CH2:8][OH:7])=[CH:12][CH:13]=2)=[O:16])[CH2:6][CH2:5][O:4][CH2:3][CH2:2]1.